From a dataset of Catalyst prediction with 721,799 reactions and 888 catalyst types from USPTO. Predict which catalyst facilitates the given reaction. (1) Reactant: [NH2:1][C:2]1[CH:3]=[C:4]([N:8]([CH3:16])[C:9](=[O:15])[O:10][C:11]([CH3:14])([CH3:13])[CH3:12])[CH:5]=[CH:6][CH:7]=1.[Cl:17][C:18]1[N:23]=[C:22](Cl)[C:21]([F:25])=[CH:20][N:19]=1.CCN(C(C)C)C(C)C.CCCCCC.C(OCC)(=O)C. Product: [Cl:17][C:18]1[N:23]=[C:22]([NH:1][C:2]2[CH:3]=[C:4]([N:8]([CH3:16])[C:9](=[O:15])[O:10][C:11]([CH3:12])([CH3:13])[CH3:14])[CH:5]=[CH:6][CH:7]=2)[C:21]([F:25])=[CH:20][N:19]=1. The catalyst class is: 729. (2) Reactant: Cl.[CH:2]1([NH2:6])[CH2:5][CH2:4][CH2:3]1.[Br:7][C:8]1[CH:9]=[C:10]([S:15](Cl)(=[O:17])=[O:16])[C:11]([Cl:14])=[N:12][CH:13]=1. Product: [Br:7][C:8]1[CH:9]=[C:10]([S:15]([NH:6][CH:2]2[CH2:5][CH2:4][CH2:3]2)(=[O:17])=[O:16])[C:11]([Cl:14])=[N:12][CH:13]=1. The catalyst class is: 298. (3) Reactant: [C:1]([NH:5][C:6]1[CH:11]=[CH:10][C:9]([N+:12]([O-:14])=[O:13])=[CH:8][C:7]=1[C:15]#[C:16][Si](C)(C)C)([CH3:4])([CH3:3])[CH3:2].CCOC(C)=O. Product: [C:1]([N:5]1[C:6]2[C:7](=[CH:8][C:9]([N+:12]([O-:14])=[O:13])=[CH:10][CH:11]=2)[CH:15]=[CH:16]1)([CH3:4])([CH3:3])[CH3:2]. The catalyst class is: 122. (4) Reactant: Cl[CH2:2][C:3](Cl)=[O:4].[N:6]1[CH:11]=[CH:10][CH:9]=[C:8]([NH2:12])[CH:7]=1.C(N(CC)CC)C.[NH2:20][CH2:21][CH2:22][OH:23]. Product: [OH:4][CH2:3][CH2:2][NH:20][CH2:21][C:22]([NH:12][C:8]1[CH:7]=[N:6][CH:11]=[CH:10][CH:9]=1)=[O:23]. The catalyst class is: 83. (5) Reactant: C(OC([NH:8][C:9]1[CH:14]=[CH:13][C:12]([CH2:15][NH:16][C:17]2[C:22]([Cl:23])=[CH:21][N:20]=[C:19]([Cl:24])[N:18]=2)=[CH:11][C:10]=1[CH2:25][CH2:26][C:27]1[CH:28]=[C:29]([NH:33]C(=O)OC(C)(C)C)[CH:30]=[N:31][CH:32]=1)=O)(C)(C)C.CO.[ClH:43]. Product: [ClH:23].[ClH:43].[ClH:23].[NH2:8][C:9]1[CH:14]=[CH:13][C:12]([CH2:15][NH:16][C:17]2[C:22]([Cl:23])=[CH:21][N:20]=[C:19]([Cl:24])[N:18]=2)=[CH:11][C:10]=1[CH2:25][CH2:26][C:27]1[CH:32]=[N:31][CH:30]=[C:29]([NH2:33])[CH:28]=1. The catalyst class is: 12. (6) Reactant: [F:1][C:2]1[C:7]([C:8]([F:11])([F:10])[F:9])=[CH:6][CH:5]=[CH:4][C:3]=1[CH:12]1[CH2:17][CH2:16][NH:15][CH2:14][CH2:13]1.C(=O)([O-])[O-].[K+].[K+].Br[CH:25]([OH:28])[CH2:26][CH3:27].Cl. Product: [F:1][C:2]1[C:7]([C:8]([F:9])([F:10])[F:11])=[CH:6][CH:5]=[CH:4][C:3]=1[CH:12]1[CH2:17][CH2:16][N:15]([CH2:27][CH2:26][CH2:25][OH:28])[CH2:14][CH2:13]1. The catalyst class is: 10. (7) Reactant: C([N:8]1[CH2:12][C@H:11]2[C@@H:13]([NH:16][C:17](=[O:31])[CH:18]([CH:25]3[CH2:30][CH2:29][CH2:28][CH2:27][CH2:26]3)[CH:19]3[CH2:24][CH2:23][CH2:22][CH2:21][CH2:20]3)[CH2:14][CH2:15][C@H:10]2[CH2:9]1)C1C=CC=CC=1. Product: [CH:25]1([CH:18]([CH:19]2[CH2:24][CH2:23][CH2:22][CH2:21][CH2:20]2)[C:17]([NH:16][C@@H:13]2[C@H:11]3[C@H:10]([CH2:9][NH:8][CH2:12]3)[CH2:15][CH2:14]2)=[O:31])[CH2:26][CH2:27][CH2:28][CH2:29][CH2:30]1. The catalyst class is: 563.